From a dataset of NCI-60 drug combinations with 297,098 pairs across 59 cell lines. Regression. Given two drug SMILES strings and cell line genomic features, predict the synergy score measuring deviation from expected non-interaction effect. (1) Drug 1: CC1=C2C(C(=O)C3(C(CC4C(C3C(C(C2(C)C)(CC1OC(=O)C(C(C5=CC=CC=C5)NC(=O)OC(C)(C)C)O)O)OC(=O)C6=CC=CC=C6)(CO4)OC(=O)C)OC)C)OC. Drug 2: C1=C(C(=O)NC(=O)N1)F. Cell line: MCF7. Synergy scores: CSS=55.7, Synergy_ZIP=-1.54, Synergy_Bliss=-1.51, Synergy_Loewe=8.05, Synergy_HSA=9.99. (2) Drug 1: CC1=C(C=C(C=C1)NC2=NC=CC(=N2)N(C)C3=CC4=NN(C(=C4C=C3)C)C)S(=O)(=O)N.Cl. Drug 2: C1CC(=O)NC(=O)C1N2CC3=C(C2=O)C=CC=C3N. Synergy scores: CSS=-1.21, Synergy_ZIP=-0.859, Synergy_Bliss=-3.49, Synergy_Loewe=-4.54, Synergy_HSA=-4.18. Cell line: HCT116. (3) Drug 1: CC1=C(C=C(C=C1)NC2=NC=CC(=N2)N(C)C3=CC4=NN(C(=C4C=C3)C)C)S(=O)(=O)N.Cl. Drug 2: CC1OCC2C(O1)C(C(C(O2)OC3C4COC(=O)C4C(C5=CC6=C(C=C35)OCO6)C7=CC(=C(C(=C7)OC)O)OC)O)O. Cell line: 786-0. Synergy scores: CSS=31.0, Synergy_ZIP=11.9, Synergy_Bliss=12.1, Synergy_Loewe=-7.69, Synergy_HSA=12.8. (4) Drug 1: CC1=CC=C(C=C1)C2=CC(=NN2C3=CC=C(C=C3)S(=O)(=O)N)C(F)(F)F. Drug 2: CS(=O)(=O)OCCCCOS(=O)(=O)C. Cell line: NCI-H522. Synergy scores: CSS=12.7, Synergy_ZIP=-7.55, Synergy_Bliss=-1.95, Synergy_Loewe=-1.66, Synergy_HSA=1.96. (5) Drug 1: CCC1=C2CN3C(=CC4=C(C3=O)COC(=O)C4(CC)O)C2=NC5=C1C=C(C=C5)O. Drug 2: CS(=O)(=O)CCNCC1=CC=C(O1)C2=CC3=C(C=C2)N=CN=C3NC4=CC(=C(C=C4)OCC5=CC(=CC=C5)F)Cl. Cell line: U251. Synergy scores: CSS=29.7, Synergy_ZIP=-1.06, Synergy_Bliss=-2.56, Synergy_Loewe=-28.5, Synergy_HSA=-3.41. (6) Drug 1: CCCCCOC(=O)NC1=NC(=O)N(C=C1F)C2C(C(C(O2)C)O)O. Drug 2: CC1=C2C(C(=O)C3(C(CC4C(C3C(C(C2(C)C)(CC1OC(=O)C(C(C5=CC=CC=C5)NC(=O)OC(C)(C)C)O)O)OC(=O)C6=CC=CC=C6)(CO4)OC(=O)C)O)C)O. Cell line: SW-620. Synergy scores: CSS=0.216, Synergy_ZIP=1.17, Synergy_Bliss=3.55, Synergy_Loewe=1.65, Synergy_HSA=2.02. (7) Drug 1: CCC(=C(C1=CC=CC=C1)C2=CC=C(C=C2)OCCN(C)C)C3=CC=CC=C3.C(C(=O)O)C(CC(=O)O)(C(=O)O)O. Drug 2: CCC1=C2CN3C(=CC4=C(C3=O)COC(=O)C4(CC)O)C2=NC5=C1C=C(C=C5)O. Cell line: A498. Synergy scores: CSS=18.8, Synergy_ZIP=-5.12, Synergy_Bliss=-1.23, Synergy_Loewe=-45.6, Synergy_HSA=-0.406. (8) Drug 1: C1CCC(CC1)NC(=O)N(CCCl)N=O. Drug 2: CC1C(C(=O)NC(C(=O)N2CCCC2C(=O)N(CC(=O)N(C(C(=O)O1)C(C)C)C)C)C(C)C)NC(=O)C3=C4C(=C(C=C3)C)OC5=C(C(=O)C(=C(C5=N4)C(=O)NC6C(OC(=O)C(N(C(=O)CN(C(=O)C7CCCN7C(=O)C(NC6=O)C(C)C)C)C)C(C)C)C)N)C. Cell line: SNB-75. Synergy scores: CSS=19.6, Synergy_ZIP=-1.20, Synergy_Bliss=2.06, Synergy_Loewe=2.80, Synergy_HSA=2.48.